This data is from Catalyst prediction with 721,799 reactions and 888 catalyst types from USPTO. The task is: Predict which catalyst facilitates the given reaction. (1) Reactant: [NH2:1][C@H:2]([C:7]1[CH:12]=[CH:11][C:10]([OH:13])=[CH:9][CH:8]=1)[C:3]([O:5][CH3:6])=[O:4].C(=O)(O)[O-].[Na+].C(N(CC)CC)C.[C:26](O[C:26]([O:28][C:29]([CH3:32])([CH3:31])[CH3:30])=[O:27])([O:28][C:29]([CH3:32])([CH3:31])[CH3:30])=[O:27].[Cl-].[NH4+]. Product: [C:29]([O:28][C:26]([NH:1][C@H:2]([C:7]1[CH:8]=[CH:9][C:10]([OH:13])=[CH:11][CH:12]=1)[C:3]([O:5][CH3:6])=[O:4])=[O:27])([CH3:32])([CH3:31])[CH3:30]. The catalyst class is: 98. (2) Reactant: Cl[C:2]1[O:11][C:5]2=[C:6]([NH2:10])[N:7]=[CH:8][CH:9]=[C:4]2[CH:3]=1.[CH:12]1[C:21]2[CH:20]=[CH:19][CH:18]=[C:17](B(O)O)[C:16]=2[CH:15]=[CH:14][N:13]=1.C([O-])([O-])=O.[K+].[K+]. Product: [CH:12]1[C:21]2[C:16](=[C:17]([C:2]3[O:11][C:5]4=[C:6]([NH2:10])[N:7]=[CH:8][CH:9]=[C:4]4[CH:3]=3)[CH:18]=[CH:19][CH:20]=2)[CH:15]=[CH:14][N:13]=1. The catalyst class is: 38. (3) Reactant: [H-].[Al+3].[Li+].[H-].[H-].[H-].[NH2:7][CH:8]([C:10]1[CH:19]=[CH:18][C:13]([C:14](OC)=[O:15])=[CH:12][CH:11]=1)[CH3:9].O.O.O.O.O.O.O.O.O.O.S([O-])([O-])(=O)=O.[Na+].[Na+]. Product: [NH2:7][CH:8]([C:10]1[CH:19]=[CH:18][C:13]([CH2:14][OH:15])=[CH:12][CH:11]=1)[CH3:9]. The catalyst class is: 7. (4) Reactant: [Br:1][C:2]1[CH:7]=[CH:6][C:5]([SH:8])=[CH:4][CH:3]=1.C([O-])([O-])=O.[K+].[K+].F[C:16]1[CH:21]=[CH:20][C:19]([N+:22]([O-:24])=[O:23])=[CH:18][CH:17]=1. Product: [Br:1][C:2]1[CH:7]=[CH:6][C:5]([S:8][C:16]2[CH:21]=[CH:20][C:19]([N+:22]([O-:24])=[O:23])=[CH:18][CH:17]=2)=[CH:4][CH:3]=1. The catalyst class is: 31. (5) Reactant: Br[C:2]1[C:3]([Cl:8])=[N:4][CH:5]=[CH:6][CH:7]=1.[CH3:9][O:10][CH:11]1[CH2:16][CH2:15][NH:14][CH2:13][CH2:12]1.CC1(C)C2C=CC=C(P(C3C=CC=CC=3)C3C=CC=CC=3)C=2OC2C1=CC=CC=2P(C1C=CC=CC=1)C1C=CC=CC=1.CC(C)([O-])C.[Na+]. Product: [Cl:8][C:3]1[C:2]([N:14]2[CH2:15][CH2:16][CH:11]([O:10][CH3:9])[CH2:12][CH2:13]2)=[CH:7][CH:6]=[CH:5][N:4]=1. The catalyst class is: 101. (6) Reactant: [Br:1][C:2]1[CH:3]=[C:4]([C:8]([CH3:12])([CH3:11])[CH2:9][OH:10])[CH:5]=[CH:6][CH:7]=1.N1C=CN=C1.[Si:18](Cl)([C:21]([CH3:24])([CH3:23])[CH3:22])([CH3:20])[CH3:19]. Product: [Br:1][C:2]1[CH:3]=[C:4]([C:8]([CH3:12])([CH3:11])[CH2:9][O:10][Si:18]([C:21]([CH3:24])([CH3:23])[CH3:22])([CH3:20])[CH3:19])[CH:5]=[CH:6][CH:7]=1. The catalyst class is: 9.